Task: Predict the reaction yield, written as a fraction of the theoretical maximum amount of product (1.0 means a 100% yield; for example, 0.34 means a 34% yield).. Dataset: Reaction yield outcomes from USPTO patents with 853,638 reactions (1) The reactants are [CH3:1][O:2][C:3](=[O:19])[C:4]1[CH:13]=[C:12]([O:14][CH:15]([CH3:17])[CH3:16])[CH:11]=[C:6]([C:7]([O:9][CH3:10])=[O:8])[C:5]=1[CH3:18].C1C(=O)N([Br:27])C(=O)C1.CC(N=NC(C#N)(C)C)(C#N)C. No catalyst specified. The product is [CH3:10][O:9][C:7](=[O:8])[C:6]1[CH:11]=[C:12]([O:14][CH:15]([CH3:16])[CH3:17])[CH:13]=[C:4]([C:3]([O:2][CH3:1])=[O:19])[C:5]=1[CH2:18][Br:27]. The yield is 0.930. (2) The catalyst is C1COCC1. The reactants are [NH2:1][OH:2].O.[CH3:4][S:5]([C:8]1[S:12][CH:11]=[C:10]([S:13](Cl)(=[O:15])=[O:14])[CH:9]=1)(=[O:7])=[O:6].CS(C1SC(S(Cl)(=O)=O)=CC=1)(=O)=O. The yield is 0.140. The product is [OH:2][NH:1][S:13]([C:10]1[CH:9]=[C:8]([S:5]([CH3:4])(=[O:7])=[O:6])[S:12][CH:11]=1)(=[O:15])=[O:14]. (3) The reactants are [C:14]1(P([C:14]2[CH:19]=[CH:18][CH:17]=[CH:16][CH:15]=2)[C:14]2[CH:19]=[CH:18][CH:17]=[CH:16][CH:15]=2)[CH:19]=[CH:18][CH:17]=[CH:16][CH:15]=1.C([N:22]([CH2:25]C)CC)C.[OH2:27].[CH3:28][CH2:29][CH2:30][CH:31](C)C.CN1CCC[C:36]1=[O:40]. The catalyst is C1C=CC(P(C2C=CC=CC=2)C2C=CC=CC=2)=CC=1.C1C=CC(P(C2C=CC=CC=2)C2C=CC=CC=2)=CC=1.Cl[Pd]Cl. The product is [C:25]([C:14]1[CH:15]=[C:16]([C:36]([OH:40])=[O:27])[C:17]2[C:18]([CH:19]=1)=[CH:31][CH:30]=[CH:29][CH:28]=2)#[N:22]. The yield is 0.650.